Predict the product of the given reaction. From a dataset of Forward reaction prediction with 1.9M reactions from USPTO patents (1976-2016). (1) Given the reactants [Cl:1][CH:2]([Cl:6])[C:3]([OH:5])=[O:4].[CH:7]1[C:12]2=[N:13][S:14][N:15]=[C:11]2[C:10]([NH:16][C:17]2[NH:21][CH2:20][CH2:19][N:18]=2)=[C:9]([Cl:22])[CH:8]=1.C(OCC)(=O)C, predict the reaction product. The product is: [CH:7]1[C:12]2=[N:13][S:14][N:15]=[C:11]2[C:10]([NH:16][C:17]2[NH:21][CH2:20][CH2:19][N:18]=2)=[C:9]([Cl:22])[CH:8]=1.[Cl:1][CH:2]([Cl:6])[C:3]([O-:5])=[O:4]. (2) Given the reactants [NH2:1][C:2]1[N:7]=[CH:6][C:5]([C:8]#[C:9][C:10]2[C:11]([NH2:30])=[N:12][C:13](S(C)(=O)=O)=[N:14][C:15]=2[C:16]2[CH:21]=[CH:20][CH:19]=[C:18]([C:22]([F:25])([F:24])[F:23])[CH:17]=2)=[CH:4][CH:3]=1.[BH4-].[Na+], predict the reaction product. The product is: [NH2:1][C:2]1[N:7]=[CH:6][C:5]([C:8]#[C:9][C:10]2[C:11]([NH2:30])=[N:12][CH:13]=[N:14][C:15]=2[C:16]2[CH:21]=[CH:20][CH:19]=[C:18]([C:22]([F:25])([F:24])[F:23])[CH:17]=2)=[CH:4][CH:3]=1. (3) Given the reactants Br[C:2]1[CH:11]=[C:10]2[C:5]([CH:6]=[CH:7][C:8]([C:12]([O:14]C)=[O:13])=[N:9]2)=[CH:4][CH:3]=1.C([O-])([O-])=O.[Cs+].[Cs+].[NH:22]1[CH2:27][CH2:26][O:25][CH2:24][CH2:23]1, predict the reaction product. The product is: [N:22]1([C:2]2[CH:11]=[C:10]3[C:5]([CH:6]=[CH:7][C:8]([C:12]([OH:14])=[O:13])=[N:9]3)=[CH:4][CH:3]=2)[CH2:27][CH2:26][O:25][CH2:24][CH2:23]1. (4) Given the reactants Cl[C:2]1[C:11]2=[N:12][N:13](CC3C=CC(OC)=CC=3)[CH:14]=[C:10]2[C:9]2[CH:8]=[C:7]([O:24][CH3:25])[CH:6]=[CH:5][C:4]=2[N:3]=1.[NH2:26][C:27]1[CH:28]=[CH:29][C:30]([O:34][CH3:35])=[C:31]([OH:33])[CH:32]=1.Cl, predict the reaction product. The product is: [CH3:35][O:34][C:30]1[CH:29]=[CH:28][C:27]([NH:26][C:2]2[C:11]3=[N:12][NH:13][CH:14]=[C:10]3[C:9]3[CH:8]=[C:7]([O:24][CH3:25])[CH:6]=[CH:5][C:4]=3[N:3]=2)=[CH:32][C:31]=1[OH:33].